This data is from hERG potassium channel inhibition data for cardiac toxicity prediction from Karim et al.. The task is: Regression/Classification. Given a drug SMILES string, predict its toxicity properties. Task type varies by dataset: regression for continuous values (e.g., LD50, hERG inhibition percentage) or binary classification for toxic/non-toxic outcomes (e.g., AMES mutagenicity, cardiotoxicity, hepatotoxicity). Dataset: herg_karim. (1) The drug is CS(=O)(=O)Cc1ccc(CN2[C@H]3CC[C@@H]2C[C@@H](Oc2cccc(C(N)=O)c2)C3)cc1. The result is 1 (blocker). (2) The molecule is CC(=O)N1CCN(Cc2ccnc(Nc3ncc(C#N)s3)c2)CC1. The result is 0 (non-blocker). (3) The compound is CC[C@@H](OC(C)=O)C(C[C@@H](C)[NH+](C)C)(c1ccccc1)c1ccccc1. The result is 1 (blocker). (4) The molecule is COc1cccc(-c2cccc(C3(C)N=C(N)CS3)c2)c1. The result is 1 (blocker). (5) The molecule is COCCNc1nc(-c2ccc(Cl)cc2Cl)c2c(n1)N(c1c(Cl)cccc1Cl)C(=O)NC2. The result is 1 (blocker). (6) The compound is N#Cc1cc(O[C@@H]2C[C@@H]3CC[C@H](C2)N3)cc(-c2ncccc2C#N)c1. The result is 1 (blocker). (7) The compound is COc1cc(-c2cn(C3CCc4ccccc4N(Cc4ccccn4)C3=O)nn2)ccc1-n1cnc(C)c1. The result is 1 (blocker).